Dataset: Forward reaction prediction with 1.9M reactions from USPTO patents (1976-2016). Task: Predict the product of the given reaction. (1) Given the reactants CCN(C(C)C)C(C)C.[OH:10][C:11]1[CH:12]=[CH:13][CH:14]=[C:15]2[C:20]=1[O:19][C:18](=[O:21])[C:17]([C:22]([OH:24])=O)=[CH:16]2.CN(C(ON1N=NC2C=CC=NC1=2)=[N+](C)C)C.F[P-](F)(F)(F)(F)F.[F:49][C:50]([F:66])([F:65])[O:51][C:52]1[CH:57]=[CH:56][CH:55]=[CH:54][C:53]=1[C:58]1[CH:63]=[CH:62][CH:61]=[C:60]([NH2:64])[CH:59]=1, predict the reaction product. The product is: [F:49][C:50]([F:65])([F:66])[O:51][C:52]1[CH:57]=[CH:56][CH:55]=[CH:54][C:53]=1[C:58]1[CH:63]=[CH:62][CH:61]=[C:60]([NH:64][C:22]([C:17]2[C:18](=[O:21])[O:19][C:20]3[C:15]([CH:16]=2)=[CH:14][CH:13]=[CH:12][C:11]=3[OH:10])=[O:24])[CH:59]=1. (2) Given the reactants [CH3:1][O:2][CH2:3][C@@H:4]([C:6]1[CH:11]=[CH:10][CH:9]=[CH:8][CH:7]=1)[NH2:5].[NH:12]1[C:20]2[CH:19]=[CH:18][CH:17]=[C:16]([C:21](O)=[O:22])[C:15]=2[CH:14]=[CH:13]1.COC1C=C(C=CC=1)CNC(C1C2C=CNC=2C=CC=1)=O, predict the reaction product. The product is: [CH3:1][O:2][CH2:3][C@H:4]([NH:5][C:21]([C:16]1[C:15]2[CH:14]=[CH:13][NH:12][C:20]=2[CH:19]=[CH:18][CH:17]=1)=[O:22])[C:6]1[CH:11]=[CH:10][CH:9]=[CH:8][CH:7]=1. (3) The product is: [N:29]1[CH:30]=[CH:31][CH:32]=[CH:33][C:28]=1[CH2:27][O:26][C:21]1[CH:22]=[C:23]2[C:18](=[CH:19][CH:20]=1)[CH:17]=[C:16]([C:10]1[C:9]3[C:13](=[CH:14][CH:15]=[C:7]([C:5]4[N:6]=[C:40]([CH2:39][N:34]5[CH2:38][CH2:37][CH2:36][CH2:35]5)[NH:42][N:43]=4)[CH:8]=3)[NH:12][N:11]=1)[CH:25]=[CH:24]2. Given the reactants Cl.C(O[C:5]([C:7]1[CH:8]=[C:9]2[C:13](=[CH:14][CH:15]=1)[NH:12][N:11]=[C:10]2[C:16]1[CH:25]=[CH:24][C:23]2[C:18](=[CH:19][CH:20]=[C:21]([O:26][CH2:27][C:28]3[CH:33]=[CH:32][CH:31]=[CH:30][N:29]=3)[CH:22]=2)[CH:17]=1)=[NH:6])C.[N:34]1([CH2:39][C:40]([NH:42][NH2:43])=O)[CH2:38][CH2:37][CH2:36][CH2:35]1.C(N(CC)CC)C, predict the reaction product. (4) Given the reactants [CH3:1][S:2][C:3]1[CH:9]=[CH:8][C:6]([NH2:7])=[CH:5][CH:4]=1.N1C=CC=CC=1.[Cl:16][C:17]1[CH:25]=[CH:24][C:20]([C:21](Cl)=[O:22])=[CH:19][CH:18]=1, predict the reaction product. The product is: [Cl:16][C:17]1[CH:25]=[CH:24][C:20]([C:21]([NH:7][C:6]2[CH:8]=[CH:9][C:3]([S:2][CH3:1])=[CH:4][CH:5]=2)=[O:22])=[CH:19][CH:18]=1. (5) Given the reactants [CH2:1]([O:8][C:9]1[CH:14]=[CH:13][C:12]([C:15]2[N:16]=[CH:17][N:18]([C:20]([N:22]([CH:24]3[CH2:29][CH2:28][N:27](C(OC(C)(C)C)=O)[CH2:26][CH2:25]3)[CH3:23])=[O:21])[CH:19]=2)=[CH:11][CH:10]=1)[C:2]1[CH:7]=[CH:6][CH:5]=[CH:4][CH:3]=1.FC(F)(F)C(O)=O.[ClH:44], predict the reaction product. The product is: [ClH:44].[CH2:1]([O:8][C:9]1[CH:10]=[CH:11][C:12]([C:15]2[N:16]=[CH:17][N:18]([C:20]([N:22]([CH3:23])[CH:24]3[CH2:29][CH2:28][NH:27][CH2:26][CH2:25]3)=[O:21])[CH:19]=2)=[CH:13][CH:14]=1)[C:2]1[CH:3]=[CH:4][CH:5]=[CH:6][CH:7]=1. (6) Given the reactants [F:1][CH:2]([F:13])[C:3]1[C:7]([C:8](Cl)=[O:9])=[C:6]([F:11])[N:5]([CH3:12])[N:4]=1.[CH3:14][C:15]1([C:19]2[CH:29]=[CH:28][CH:27]=[CH:26][C:20]=2[CH2:21][NH:22][CH:23]2[CH2:25][CH2:24]2)[CH2:18][O:17][CH2:16]1.C(N(CC)CC)C, predict the reaction product. The product is: [CH:23]1([N:22]([CH2:21][C:20]2[CH:26]=[CH:27][CH:28]=[CH:29][C:19]=2[C:15]2([CH3:14])[CH2:16][O:17][CH2:18]2)[C:8]([C:7]2[C:3]([CH:2]([F:13])[F:1])=[N:4][N:5]([CH3:12])[C:6]=2[F:11])=[O:9])[CH2:24][CH2:25]1. (7) Given the reactants C1(P(C2C=CC=CC=2)C2N[C:12](=[O:14])C=CC=2)C=CC=CC=1.[Cl:21][C:22]1[CH:23]=[C:24]([C:29]([OH:36])([CH:34]=[CH2:35])[C:30]([F:33])([F:32])[F:31])[CH:25]=[C:26]([Cl:28])[CH:27]=1, predict the reaction product. The product is: [Cl:21][C:22]1[CH:23]=[C:24]([C:29]2([C:30]([F:31])([F:32])[F:33])[O:36][CH:12]([OH:14])[CH2:35][CH2:34]2)[CH:25]=[C:26]([Cl:28])[CH:27]=1.